From a dataset of Full USPTO retrosynthesis dataset with 1.9M reactions from patents (1976-2016). Predict the reactants needed to synthesize the given product. (1) Given the product [OH:20][CH:17]([CH2:18][OH:19])[CH2:16][NH:15][C:13]([C:12]1[C:21]([I:22])=[C:8]([N:4]([CH2:1][CH:2]([OH:65])[CH2:3][N:57]([C:54]2[C:53]([I:60])=[C:44]([C:45]([NH:47][CH2:48][CH:49]([OH:52])[CH2:50][OH:51])=[O:46])[C:43]([I:61])=[C:42]([C:55]=2[I:56])[C:41]([NH:40][CH2:39][CH:38]([OH:37])[CH2:63][OH:64])=[O:62])[CH:58]=[O:59])[C:5](=[O:7])[CH3:6])[C:9]([I:32])=[C:10]([C:24](=[O:25])[NH:26][CH2:27][CH:28]([OH:31])[CH2:29][OH:30])[C:11]=1[I:23])=[O:14], predict the reactants needed to synthesize it. The reactants are: [CH2:1]([N:4]([C:8]1[C:9]([I:32])=[C:10]([C:24]([NH:26][CH2:27][CH:28]([OH:31])[CH2:29][OH:30])=[O:25])[C:11]([I:23])=[C:12]([C:21]=1[I:22])[C:13]([NH:15][CH2:16][CH:17]([OH:20])[CH2:18][OH:19])=[O:14])[C:5](=[O:7])[CH3:6])[CH:2]=[CH2:3].[I-].[K+].II.[OH:37][CH:38]([CH2:63][OH:64])[CH2:39][NH:40][C:41](=[O:62])[C:42]1[C:55]([I:56])=[C:54]([NH:57][CH:58]=[O:59])[C:53]([I:60])=[C:44]([C:45]([NH:47][CH2:48][CH:49]([OH:52])[CH2:50][OH:51])=[O:46])[C:43]=1[I:61].[OH-:65].[K+]. (2) The reactants are: [Br:1][C:2]1[CH:3]=[C:4]([CH:9]=[N:10]O)[C:5]([F:8])=[N:6][CH:7]=1.COC(C#CC(OC)=O)=O. Given the product [Br:1][C:2]1[CH:7]=[N:6][C:5]([F:8])=[C:4]([CH:3]=1)[C:9]#[N:10], predict the reactants needed to synthesize it. (3) The reactants are: [CH2:1]([N:8]1[CH:12]=[C:11]([CH:13]([OH:18])[C:14]([F:17])([F:16])[F:15])[C:10](C)=[N:9]1)[C:2]1[CH:7]=[CH:6][CH:5]=[CH:4][CH:3]=1.Cl[C:21](=[S:29])[O:22][C:23]1[CH:28]=[CH:27][CH:26]=[CH:25][CH:24]=1. Given the product [C:21](=[S:29])([O:22][C:23]1[CH:28]=[CH:27][CH:26]=[CH:25][CH:24]=1)[O:18][CH:13]([C:11]1[CH:10]=[N:9][N:8]([CH2:1][C:2]2[CH:3]=[CH:4][CH:5]=[CH:6][CH:7]=2)[CH:12]=1)[C:14]([F:15])([F:16])[F:17], predict the reactants needed to synthesize it. (4) Given the product [F:18][C:2]1([F:1])[CH2:17][C:6]2[S:7][C:8]([NH:16][C:27]([C:19]3[CH2:23][CH2:22][CH2:21][C:20]=3[C:24]([OH:26])=[O:25])=[O:28])=[C:9]([C:10]3[S:11][CH:12]=[C:13]([CH3:15])[N:14]=3)[C:5]=2[CH2:4][CH2:3]1, predict the reactants needed to synthesize it. The reactants are: [F:1][C:2]1([F:18])[CH2:17][C:6]2[S:7][C:8]([NH2:16])=[C:9]([C:10]3[S:11][CH:12]=[C:13]([CH3:15])[N:14]=3)[C:5]=2[CH2:4][CH2:3]1.[C:19]12[C:27](=[O:28])[O:26][C:24](=[O:25])[C:20]=1[CH2:21][CH2:22][CH2:23]2. (5) The reactants are: [H-].[H-].[H-].[H-].[Li+].[Al+3].Cl.C([O:10][C:11](=O)[C@H:12]([CH3:20])[NH:13][C:14]1[CH:19]=[CH:18][CH:17]=[CH:16][CH:15]=1)C.O.[OH-].[K+]. Given the product [C:14]1([NH:13][C@H:12]([CH2:11][OH:10])[CH3:20])[CH:19]=[CH:18][CH:17]=[CH:16][CH:15]=1, predict the reactants needed to synthesize it. (6) Given the product [Br:1][C:2]1[CH:3]=[C:4]2[C:14](=[CH:15][CH:16]=1)[O:13][C:7]1([CH2:12][CH2:11][CH2:10][O:9][CH2:8]1)[CH2:6][C:5]12[N:20]=[C:19]([NH2:23])[C:18]([CH3:22])=[N:17]1, predict the reactants needed to synthesize it. The reactants are: [Br:1][C:2]1[CH:3]=[C:4]2[C:14](=[CH:15][CH:16]=1)[O:13][C:7]1([CH2:12][CH2:11][CH2:10][O:9][CH2:8]1)[CH2:6][C:5]12[NH:20][C:19](=S)[C:18]([CH3:22])=[N:17]1.[NH3:23]. (7) Given the product [ClH:26].[ClH:26].[CH3:20][NH:21][CH2:12][C:10]1[N:11]=[C:7]([C:1]2[CH:6]=[CH:5][CH:4]=[CH:3][CH:2]=2)[N:8]([C:14]2[N:19]=[CH:18][CH:17]=[CH:16][N:15]=2)[CH:9]=1, predict the reactants needed to synthesize it. The reactants are: [C:1]1([C:7]2[N:8]([C:14]3[N:19]=[CH:18][CH:17]=[CH:16][N:15]=3)[CH:9]=[C:10]([CH:12]=O)[N:11]=2)[CH:6]=[CH:5][CH:4]=[CH:3][CH:2]=1.[CH3:20][NH2:21].CO.[BH4-].[Na+].[ClH:26].C(=O)([O-])O.[Na+]. (8) Given the product [CH:14]1[C:26]2[CH:25]([CH2:27][O:28][C:29]([N:31]3[CH2:36][CH2:35][NH:34][CH2:33][CH:32]3[CH2:44][C:45](=[O:46])[NH:11][C:10]3[CH:9]=[CH:8][C:7]([CH:1]4[CH2:2][CH2:3][CH2:4][CH2:5][CH2:6]4)=[CH:13][CH:12]=3)=[O:30])[C:24]3[C:19](=[CH:20][CH:21]=[CH:22][CH:23]=3)[C:18]=2[CH:17]=[CH:16][CH:15]=1, predict the reactants needed to synthesize it. The reactants are: [CH:1]1([C:7]2[CH:13]=[CH:12][C:10]([NH2:11])=[CH:9][CH:8]=2)[CH2:6][CH2:5][CH2:4][CH2:3][CH2:2]1.[CH:14]1[C:26]2[CH:25]([CH2:27][O:28][C:29]([N:31]3[CH2:36][CH2:35][N:34](C(OC(C)(C)C)=O)[CH2:33][CH:32]3[CH2:44][C:45](O)=[O:46])=[O:30])[C:24]3[C:19](=[CH:20][CH:21]=[CH:22][CH:23]=3)[C:18]=2[CH:17]=[CH:16][CH:15]=1.